Dataset: Catalyst prediction with 721,799 reactions and 888 catalyst types from USPTO. Task: Predict which catalyst facilitates the given reaction. (1) Reactant: [CH3:1][O:2][C:3]1[CH:8]=[CH:7][C:6]([C:9]([O:24][CH2:25][C@@H:26]([O:29][C@@H:30]([N:33]2[C:39](=[O:40])[NH:38][C:36](=[O:37])[CH:35]=[CH:34]2)[CH2:31][OH:32])[CH2:27][OH:28])([C:16]2[CH:21]=[CH:20][C:19]([O:22][CH3:23])=[CH:18][CH:17]=2)[C:10]2[CH:15]=[CH:14][CH:13]=[CH:12][CH:11]=2)=[CH:5][CH:4]=1.C1(C)C=CC=CC=1.N1C(=O)CC[C@H]1C(O)=O.[C:57](Cl)(=[O:64])[C:58]1[CH:63]=[CH:62][CH:61]=[CH:60][CH:59]=1. Product: [CH3:23][O:22][C:19]1[CH:18]=[CH:17][C:16]([C:9]([O:24][CH2:25][C@@H:26]([O:29][C@@H:30]([N:33]2[C:39](=[O:40])[NH:38][C:36](=[O:37])[CH:35]=[CH:34]2)[CH2:31][O:32][C:57]([C:58]2[CH:63]=[CH:62][CH:61]=[CH:60][CH:59]=2)=[O:64])[CH2:27][OH:28])([C:6]2[CH:7]=[CH:8][C:3]([O:2][CH3:1])=[CH:4][CH:5]=2)[C:10]2[CH:11]=[CH:12][CH:13]=[CH:14][CH:15]=2)=[CH:21][CH:20]=1. The catalyst class is: 271. (2) The catalyst class is: 75. Product: [OH:1][C:2]1([C:16]([O:18][CH2:19][C:20]2[CH:25]=[CH:24][CH:23]=[CH:22][CH:21]=2)=[O:17])[CH2:7][CH2:6][C:5]([B:26]2[O:30][C:29]([CH3:32])([CH3:31])[C:28]([CH3:34])([CH3:33])[O:27]2)=[CH:4][CH2:3]1. Reactant: [OH:1][C:2]1([C:16]([O:18][CH2:19][C:20]2[CH:25]=[CH:24][CH:23]=[CH:22][CH:21]=2)=[O:17])[CH2:7][CH2:6][C:5](OS(C(F)(F)F)(=O)=O)=[CH:4][CH2:3]1.[B:26]1([B:26]2[O:30][C:29]([CH3:32])([CH3:31])[C:28]([CH3:34])([CH3:33])[O:27]2)[O:30][C:29]([CH3:32])([CH3:31])[C:28]([CH3:34])([CH3:33])[O:27]1.C([O-])(=O)C.[K+]. (3) The catalyst class is: 18. Product: [O:27]=[C:25]([N:60]1[CH2:59][CH2:58][CH:57]([O:56][C:55]2[CH:63]=[CH:64][CH:65]=[C:53]([C:52]([F:51])([F:66])[F:67])[CH:54]=2)[CH2:62][CH2:61]1)[CH2:24][NH:23][C:21]([C:18]1[CH:17]=[C:16]([C:10]2[CH:11]=[CH:12][CH:13]=[CH:14][CH:15]=2)[O:20][N:19]=1)=[O:22]. Reactant: CCN(C(C)C)C(C)C.[C:10]1([C:16]2[O:20][N:19]=[C:18]([C:21]([NH:23][CH2:24][C:25]([OH:27])=O)=[O:22])[CH:17]=2)[CH:15]=[CH:14][CH:13]=[CH:12][CH:11]=1.C1C=CC2N(O)N=NC=2C=1.CCN=C=NCCCN(C)C.Cl.Cl.[F:51][C:52]([F:67])([F:66])[C:53]1[CH:54]=[C:55]([CH:63]=[CH:64][CH:65]=1)[O:56][CH:57]1[CH2:62][CH2:61][NH:60][CH2:59][CH2:58]1.Cl.ClC1C=CC=CC=1OC1CCNCC1.